Task: Predict the reaction yield, written as a fraction of the theoretical maximum amount of product (1.0 means a 100% yield; for example, 0.34 means a 34% yield).. Dataset: Reaction yield outcomes from USPTO patents with 853,638 reactions (1) The reactants are [NH2:1][C:2]1[C:3]2[N:4]([C:8]([C@@H:26]3[CH2:30][CH2:29][CH2:28][NH:27]3)=[N:9][C:10]=2[C:11]2[CH:25]=[CH:24][C:14]([C:15]([NH:17][C:18]3[CH:23]=[CH:22][CH:21]=[CH:20][N:19]=3)=[O:16])=[CH:13][CH:12]=2)[CH:5]=[CH:6][N:7]=1.[CH3:31][O:32][CH2:33][C:34]#[C:35][C:36](O)=[O:37]. No catalyst specified. The product is [NH2:1][C:2]1[C:3]2[N:4]([C:8]([C@@H:26]3[CH2:30][CH2:29][CH2:28][N:27]3[C:36](=[O:37])[C:35]#[C:34][CH2:33][O:32][CH3:31])=[N:9][C:10]=2[C:11]2[CH:25]=[CH:24][C:14]([C:15]([NH:17][C:18]3[CH:23]=[CH:22][CH:21]=[CH:20][N:19]=3)=[O:16])=[CH:13][CH:12]=2)[CH:5]=[CH:6][N:7]=1. The yield is 0.247. (2) The reactants are [Br:1][C:2]1[CH:10]=[CH:9][C:8]2[NH:7][C:6]3[CH2:11][CH2:12][N:13]([C:15]([O:17][C:18]([CH3:21])([CH3:20])[CH3:19])=[O:16])[CH2:14][C:5]=3[C:4]=2[CH:3]=1.[OH-].[K+].[O:24]([CH2:31][CH:32]1[CH2:34][O:33]1)[C:25]1[CH:30]=[CH:29][CH:28]=[CH:27][CH:26]=1. The catalyst is CC(C)=O.CCOC(C)=O. The product is [Br:1][C:2]1[CH:10]=[CH:9][C:8]2[N:7]([CH2:34][CH:32]([OH:33])[CH2:31][O:24][C:25]3[CH:30]=[CH:29][CH:28]=[CH:27][CH:26]=3)[C:6]3[CH2:11][CH2:12][N:13]([C:15]([O:17][C:18]([CH3:21])([CH3:20])[CH3:19])=[O:16])[CH2:14][C:5]=3[C:4]=2[CH:3]=1. The yield is 0.210.